This data is from Peptide-MHC class II binding affinity with 134,281 pairs from IEDB. The task is: Regression. Given a peptide amino acid sequence and an MHC pseudo amino acid sequence, predict their binding affinity value. This is MHC class II binding data. (1) The peptide sequence is LSSTGSSCLFVLILF. The MHC is DRB5_0101 with pseudo-sequence DRB5_0101. The binding affinity (normalized) is 0.0586. (2) The peptide sequence is PFAATANPWASQRF. The MHC is DRB1_0301 with pseudo-sequence DRB1_0301. The binding affinity (normalized) is 0.